This data is from CYP3A4 inhibition data for predicting drug metabolism from PubChem BioAssay. The task is: Regression/Classification. Given a drug SMILES string, predict its absorption, distribution, metabolism, or excretion properties. Task type varies by dataset: regression for continuous measurements (e.g., permeability, clearance, half-life) or binary classification for categorical outcomes (e.g., BBB penetration, CYP inhibition). Dataset: cyp3a4_veith. (1) The molecule is CC(C)(C)C(=O)Nc1cccn2c(C(F)(F)F)nnc12. The result is 0 (non-inhibitor). (2) The compound is CCC(C)(C)n1nnnc1C(c1cc2cc3c(cc2[nH]c1=O)OCO3)N1CCCCC1. The result is 1 (inhibitor). (3) The molecule is Cc1cccc(NC(=O)CSc2nc3ccccc3c3nc(CCc4c(C)n[nH]c4C)nn23)c1. The result is 1 (inhibitor).